Dataset: hERG potassium channel inhibition data for cardiac toxicity prediction from Karim et al.. Task: Regression/Classification. Given a drug SMILES string, predict its toxicity properties. Task type varies by dataset: regression for continuous values (e.g., LD50, hERG inhibition percentage) or binary classification for toxic/non-toxic outcomes (e.g., AMES mutagenicity, cardiotoxicity, hepatotoxicity). Dataset: herg_karim. (1) The compound is O=C(Nc1cnc(Cl)nc1)c1ccc(F)c(F)c1. The result is 0 (non-blocker). (2) The molecule is COc1ccc2ncc(F)c(CC(F)C34CCC(NCc5ccc6c(n5)NC(=O)CO6)(CC3)CO4)c2n1. The result is 1 (blocker). (3) The compound is N#Cc1ccccc1Cn1c(N2CCCC(N)C2)nc2[nH]c(-c3cccnc3)cc2c1=O. The result is 0 (non-blocker). (4) The molecule is COc1ccc(-c2noc(C3=CC4(CCN(Cc5nc(C)no5)CC4)c4ccccc43)n2)cc1. The result is 0 (non-blocker).